Dataset: Catalyst prediction with 721,799 reactions and 888 catalyst types from USPTO. Task: Predict which catalyst facilitates the given reaction. (1) Reactant: [F:1][C:2]1[C:3]([OH:12])=[C:4]([C:9](=[O:11])[CH3:10])[CH:5]=[C:6]([F:8])[CH:7]=1.[F:13][CH2:14][C:15]([CH2:17][F:18])=O.N1CCCC1. Product: [F:8][C:6]1[CH:5]=[C:4]2[C:3](=[C:2]([F:1])[CH:7]=1)[O:12][C:15]([CH2:17][F:18])([CH2:14][F:13])[CH2:10][C:9]2=[O:11]. The catalyst class is: 5. (2) Reactant: [C:1]([O:5][C:6](=[O:21])[N:7]([CH3:20])[C:8]1[CH:13]=[CH:12][C:11]([CH2:14][CH2:15][CH3:16])=[C:10]([N+:17]([O-])=O)[CH:9]=1)([CH3:4])([CH3:3])[CH3:2]. Product: [C:1]([O:5][C:6](=[O:21])[N:7]([C:8]1[CH:13]=[CH:12][C:11]([CH2:14][CH2:15][CH3:16])=[C:10]([NH2:17])[CH:9]=1)[CH3:20])([CH3:3])([CH3:2])[CH3:4]. The catalyst class is: 99. (3) Reactant: Br[C:2]1[CH:10]=[CH:9][CH:8]=[C:7]2[C:3]=1[C:4]1[CH:14]=[CH:13][CH:12]=[N:11][C:5]=1[NH:6]2.[C:15]1([SH:21])[CH:20]=[CH:19][CH:18]=[CH:17][CH:16]=1.[C:22](=O)([O-])[O-].[Cs+].[Cs+].C[N:29]([CH:31]=[O:32])C. Product: [N:11]1[C:5]2[NH:6][C:7]3[C:3]([C:4]=2[CH:14]=[CH:13][CH:12]=1)=[C:2]([S:21][C:15]1[CH:20]=[CH:19][C:18]([NH:29][C:31](=[O:32])[CH3:22])=[CH:17][CH:16]=1)[CH:10]=[CH:9][CH:8]=3. The catalyst class is: 140. (4) Product: [N:1]1[CH:6]=[CH:5][CH:4]=[CH:3][C:2]=1[N:7]1[C:11]([C:12]([F:13])([F:14])[F:15])=[C:10]([C:16]([OH:18])=[O:17])[N:9]=[CH:8]1. Reactant: [N:1]1[CH:6]=[CH:5][CH:4]=[CH:3][C:2]=1[N:7]1[C:11]([C:12]([F:15])([F:14])[F:13])=[C:10]([C:16]([O:18]CC)=[O:17])[N:9]=[CH:8]1.[OH-].[Na+]. The catalyst class is: 88. (5) Reactant: OC1C=CC=CN=1.[C:8]([O:12][C:13](=[O:41])[NH:14][C@H:15]([C@@H:33]1[CH2:37][C@@H:36]([CH2:38][CH3:39])[C:35](=[O:40])[O:34]1)[CH2:16][N:17]1[CH2:22][C:21](=[O:23])[N:20]([C:24]2[CH:29]=[CH:28][CH:27]=[CH:26][C:25]=2[Cl:30])[CH2:19][C:18]1([CH3:32])[CH3:31])([CH3:11])([CH3:10])[CH3:9].[CH2:42]([NH2:46])[CH:43]([CH3:45])[CH3:44]. Product: [C:8]([O:12][C:13](=[O:41])[NH:14][C@@H:15]([CH2:16][N:17]1[CH2:22][C:21](=[O:23])[N:20]([C:24]2[CH:29]=[CH:28][CH:27]=[CH:26][C:25]=2[Cl:30])[CH2:19][C:18]1([CH3:32])[CH3:31])[C@@H:33]([OH:34])[CH2:37][C@H:36]([C:35](=[O:40])[NH:46][CH2:42][CH:43]([CH3:45])[CH3:44])[CH2:38][CH3:39])([CH3:9])([CH3:10])[CH3:11]. The catalyst class is: 6. (6) Reactant: [OH:1][C:2]1[CH:11]=[C:10]2[C:5]([CH:6]=[C:7]([NH:12][C:13]([CH:15]3[CH2:17][CH2:16]3)=[O:14])[N:8]=[CH:9]2)=[CH:4][CH:3]=1.Br[C:19](P(=O)(OCC)OCC)([F:21])[F:20]. Product: [F:20][CH:19]([F:21])[O:1][C:2]1[CH:11]=[C:10]2[C:5]([CH:6]=[C:7]([NH:12][C:13]([CH:15]3[CH2:16][CH2:17]3)=[O:14])[N:8]=[CH:9]2)=[CH:4][CH:3]=1. The catalyst class is: 744. (7) Product: [CH3:56][O:57][CH:58]1[CH2:62][CH2:61][CH2:60][CH2:59]1.[CH3:24][CH2:4][CH2:3][CH2:2][CH2:6][CH2:5][CH3:10]. The catalyst class is: 666. Reactant: O[C@H:2]1[C:6]2N=CN=[C:10](N3CCN(C(OC(C)(C)C)=O)CC3)[C:5]=2[C@H:4]([CH3:24])[CH2:3]1.Cl.CN1CCOCC1.C(OC(N(C(C)C)C[C@H](C1C=CC(Cl)=CC=1)C(O)=O)=O)(C)(C)C.[CH3:56][O:57][CH:58]1[CH2:62][CH2:61][CH2:60][CH2:59]1.[OH-].[Na+]. (8) Reactant: [CH2:1]([O:3][C:4]([C:6](=[CH:11][C:12]1[C:13]([CH3:17])=[N:14][NH:15][CH:16]=1)[CH2:7][C:8]([OH:10])=O)=[O:5])[CH3:2].C([O-])(=O)C.[Na+].C([O-])(O)=O.[Na+]. Product: [CH3:17][C:13]1[C:12]2[C:16](=[C:8]([OH:10])[CH:7]=[C:6]([C:4]([O:3][CH2:1][CH3:2])=[O:5])[CH:11]=2)[NH:15][N:14]=1. The catalyst class is: 152.